This data is from Full USPTO retrosynthesis dataset with 1.9M reactions from patents (1976-2016). The task is: Predict the reactants needed to synthesize the given product. (1) Given the product [Br:37][CH2:32][CH2:33][CH2:34][CH2:35][O:29][C:28](=[O:30])[C@H:21]([CH2:22][C:23]1[N:27]=[CH:26][NH:25][CH:24]=1)[NH:20][O:19][C:17](=[O:18])[CH2:16][C:11]1[CH:12]=[CH:13][CH:14]=[CH:15][C:10]=1[NH:9][C:3]1[C:4]([Cl:8])=[CH:5][CH:6]=[CH:7][C:2]=1[Cl:1], predict the reactants needed to synthesize it. The reactants are: [Cl:1][C:2]1[CH:7]=[CH:6][CH:5]=[C:4]([Cl:8])[C:3]=1[NH:9][C:10]1[CH:15]=[CH:14][CH:13]=[CH:12][C:11]=1[CH2:16][C:17]([O:19][NH:20][C@H:21]([C:28]([OH:30])=[O:29])[CH2:22][C:23]1[N:27]=[CH:26][NH:25][CH:24]=1)=[O:18].O1[CH2:35][CH2:34][CH2:33][CH2:32]1.C(Br)(Br)(Br)[Br:37]. (2) The reactants are: Cl[C:2]1[N:12]=[C:11]([NH:13][C:14]2[CH:19]=[CH:18][C:17]([N:20]3[CH2:25][CH2:24][N:23]4[CH2:26][CH2:27][CH2:28][CH:22]4[CH2:21]3)=[CH:16][C:15]=2[O:29][CH3:30])[C:5]2[C:6](=[O:10])[NH:7][N:8]=[CH:9][C:4]=2[CH:3]=1.[Br-].[Cl:32][C:33]1[CH:40]=[CH:39][CH:38]=[C:37]([Cl:41])[C:34]=1[CH2:35][Zn+]. Given the product [Cl:32][C:33]1[CH:40]=[CH:39][CH:38]=[C:37]([Cl:41])[C:34]=1[CH2:35][C:2]1[N:12]=[C:11]([NH:13][C:14]2[CH:19]=[CH:18][C:17]([N:20]3[CH2:25][CH2:24][N:23]4[CH2:26][CH2:27][CH2:28][CH:22]4[CH2:21]3)=[CH:16][C:15]=2[O:29][CH3:30])[C:5]2[C:6](=[O:10])[NH:7][N:8]=[CH:9][C:4]=2[CH:3]=1, predict the reactants needed to synthesize it. (3) Given the product [CH3:1][N:2]([CH3:29])[CH:3]1[CH2:7][N:6]2[C:8](=[O:28])[C:9]([C:21]3[CH:26]=[CH:25][C:24]([F:27])=[CH:23][CH:22]=3)=[C:10]([C:11]3[CH:16]=[CH:15][N:14]=[C:13]([NH:31][C@H:32]([C:33]4[CH:38]=[CH:37][CH:36]=[CH:35][CH:34]=4)[CH3:39])[N:12]=3)[N:5]2[CH2:4]1, predict the reactants needed to synthesize it. The reactants are: [CH3:1][N:2]([CH3:29])[CH:3]1[CH2:7][N:6]2[C:8](=[O:28])[C:9]([C:21]3[CH:26]=[CH:25][C:24]([F:27])=[CH:23][CH:22]=3)=[C:10]([C:11]3[CH:16]=[CH:15][N:14]=[C:13](S(C)(=O)=O)[N:12]=3)[N:5]2[CH2:4]1.C[NH:31][CH2:32][C:33]1[CH:38]=[CH:37][CH:36]=[CH:35][CH:34]=1.[C:39]1(C)C=CC=CC=1. (4) Given the product [CH3:27][CH:17]1[C:18]([C:21]2[CH:26]=[CH:25][CH:24]=[CH:23][CH:22]=2)=[CH:19][CH2:20][NH:15][CH2:16]1, predict the reactants needed to synthesize it. The reactants are: ClC(OC(Cl)C)=O.C([N:15]1[CH2:20][CH:19]=[C:18]([C:21]2[CH:26]=[CH:25][CH:24]=[CH:23][CH:22]=2)[CH:17]([CH3:27])[CH2:16]1)C1C=CC=CC=1.C(N(CC)C(C)C)(C)C. (5) Given the product [CH2:15]([C:12]1[CH:13]=[CH:14][C:9]([CH2:8][CH2:7][CH2:6][N:24]2[C:23](=[O:25])[C:22]3=[CH:26][CH:27]=[CH:28][CH:29]=[C:21]3[C:20]2=[O:30])=[CH:10][CH:11]=1)[CH2:16][CH2:17][CH2:18][CH3:19], predict the reactants needed to synthesize it. The reactants are: S(O[CH2:6][CH2:7][CH2:8][C:9]1[CH:14]=[CH:13][C:12]([CH2:15][CH2:16][CH2:17][CH2:18][CH3:19])=[CH:11][CH:10]=1)(=O)(=O)C.[C:20]1(=[O:30])[NH:24][C:23](=[O:25])[C:22]2=[CH:26][CH:27]=[CH:28][CH:29]=[C:21]12.[K].